Dataset: Merck oncology drug combination screen with 23,052 pairs across 39 cell lines. Task: Regression. Given two drug SMILES strings and cell line genomic features, predict the synergy score measuring deviation from expected non-interaction effect. (1) Drug 1: CN(Cc1cnc2nc(N)nc(N)c2n1)c1ccc(C(=O)NC(CCC(=O)O)C(=O)O)cc1. Drug 2: O=C(NOCC(O)CO)c1ccc(F)c(F)c1Nc1ccc(I)cc1F. Cell line: SKMES1. Synergy scores: synergy=-2.81. (2) Drug 1: CCC1=CC2CN(C1)Cc1c([nH]c3ccccc13)C(C(=O)OC)(c1cc3c(cc1OC)N(C)C1C(O)(C(=O)OC)C(OC(C)=O)C4(CC)C=CCN5CCC31C54)C2. Drug 2: Cc1nc(Nc2ncc(C(=O)Nc3c(C)cccc3Cl)s2)cc(N2CCN(CCO)CC2)n1. Cell line: OCUBM. Synergy scores: synergy=-26.2. (3) Drug 1: C#Cc1cccc(Nc2ncnc3cc(OCCOC)c(OCCOC)cc23)c1. Drug 2: CNC(=O)c1cc(Oc2ccc(NC(=O)Nc3ccc(Cl)c(C(F)(F)F)c3)cc2)ccn1. Cell line: HCT116. Synergy scores: synergy=11.6. (4) Drug 1: CC1CC2C3CCC4=CC(=O)C=CC4(C)C3(F)C(O)CC2(C)C1(O)C(=O)CO. Drug 2: Cn1c(=O)n(-c2ccc(C(C)(C)C#N)cc2)c2c3cc(-c4cnc5ccccc5c4)ccc3ncc21. Cell line: EFM192B. Synergy scores: synergy=4.52. (5) Drug 1: O=c1[nH]cc(F)c(=O)[nH]1. Drug 2: COC1CC2CCC(C)C(O)(O2)C(=O)C(=O)N2CCCCC2C(=O)OC(C(C)CC2CCC(OP(C)(C)=O)C(OC)C2)CC(=O)C(C)C=C(C)C(O)C(OC)C(=O)C(C)CC(C)C=CC=CC=C1C. Cell line: A427. Synergy scores: synergy=20.6. (6) Drug 1: CC(C)CC(NC(=O)C(Cc1ccccc1)NC(=O)c1cnccn1)B(O)O. Drug 2: CCC1(O)C(=O)OCc2c1cc1n(c2=O)Cc2cc3c(CN(C)C)c(O)ccc3nc2-1. Cell line: VCAP. Synergy scores: synergy=-13.3. (7) Drug 1: CS(=O)(=O)CCNCc1ccc(-c2ccc3ncnc(Nc4ccc(OCc5cccc(F)c5)c(Cl)c4)c3c2)o1. Drug 2: NC(=O)c1cccc2cn(-c3ccc(C4CCCNC4)cc3)nc12. Cell line: SW837. Synergy scores: synergy=34.0. (8) Drug 1: CC(=O)OC1C(=O)C2(C)C(O)CC3OCC3(OC(C)=O)C2C(OC(=O)c2ccccc2)C2(O)CC(OC(=O)C(O)C(NC(=O)c3ccccc3)c3ccccc3)C(C)=C1C2(C)C. Drug 2: Cc1nc(Nc2ncc(C(=O)Nc3c(C)cccc3Cl)s2)cc(N2CCN(CCO)CC2)n1. Cell line: SKOV3. Synergy scores: synergy=39.5. (9) Drug 1: C#Cc1cccc(Nc2ncnc3cc(OCCOC)c(OCCOC)cc23)c1. Drug 2: Cc1nc(Nc2ncc(C(=O)Nc3c(C)cccc3Cl)s2)cc(N2CCN(CCO)CC2)n1. Cell line: NCIH2122. Synergy scores: synergy=-6.55. (10) Drug 1: CN(Cc1cnc2nc(N)nc(N)c2n1)c1ccc(C(=O)NC(CCC(=O)O)C(=O)O)cc1. Drug 2: Cn1cc(-c2cnn3c(N)c(Br)c(C4CCCNC4)nc23)cn1. Cell line: HCT116. Synergy scores: synergy=-22.8.